The task is: Predict which catalyst facilitates the given reaction.. This data is from Catalyst prediction with 721,799 reactions and 888 catalyst types from USPTO. Reactant: [CH:1]1[CH:6]=[CH:5][C:4]([C:7]([NH:9][NH2:10])=[O:8])=[CH:3][CH:2]=1.CN1CCCC1=O.[C:18](Cl)(=[O:25])[C:19]1[CH:24]=[CH:23][CH:22]=[CH:21][CH:20]=1. Product: [C:7]([NH:9][NH:10][C:18](=[O:25])[C:19]1[CH:24]=[CH:23][CH:22]=[CH:21][CH:20]=1)(=[O:8])[C:4]1[CH:5]=[CH:6][CH:1]=[CH:2][CH:3]=1. The catalyst class is: 6.